This data is from Full USPTO retrosynthesis dataset with 1.9M reactions from patents (1976-2016). The task is: Predict the reactants needed to synthesize the given product. (1) Given the product [CH:1]([N:4]([CH:5]1[CH2:6][CH2:7][N:8]([C:11]([O:13][C:14]([CH3:15])([CH3:17])[CH3:16])=[O:12])[CH2:9][CH2:10]1)[C:25](=[O:27])[CH3:26])([CH3:3])[CH3:2], predict the reactants needed to synthesize it. The reactants are: [CH:1]([NH:4][CH:5]1[CH2:10][CH2:9][N:8]([C:11]([O:13][C:14]([CH3:17])([CH3:16])[CH3:15])=[O:12])[CH2:7][CH2:6]1)([CH3:3])[CH3:2].CCN(CC)CC.[C:25](Cl)(=[O:27])[CH3:26]. (2) Given the product [O:31]1[CH2:35][CH2:34][O:33][CH:32]1[C:36]1[S:40][C:39]([CH:41]=[CH:11][C:9]2[N:10]=[C:6]([NH:5][C:2](=[O:4])[CH3:3])[S:7][CH:8]=2)=[CH:38][C:37]=1[CH3:43], predict the reactants needed to synthesize it. The reactants are: [Cl-].[C:2]([NH:5][C:6]1[S:7][CH:8]=[C:9]([CH2:11][P+](C2C=CC=CC=2)(C2C=CC=CC=2)C2C=CC=CC=2)[N:10]=1)(=[O:4])[CH3:3].[O:31]1[CH2:35][CH2:34][O:33][CH:32]1[C:36]1[S:40][C:39]([CH:41]=O)=[CH:38][C:37]=1[CH3:43].